This data is from Forward reaction prediction with 1.9M reactions from USPTO patents (1976-2016). The task is: Predict the product of the given reaction. (1) Given the reactants [C:1]([C:4]1[CH:9]=[CH:8][C:7]([N:10]2[C:14]([C:15]3[CH:20]=[CH:19][C:18]([N:21]4[CH2:25][CH2:24][O:23][C:22]4=[O:26])=[CH:17][CH:16]=3)=[CH:13][CH:12]=[C:11]2[CH2:27][CH2:28][C:29]([O:31]CC)=[O:30])=[C:6]([CH3:34])[CH:5]=1)(=[O:3])[NH2:2].O.[OH-].[Li+], predict the reaction product. The product is: [C:1]([C:4]1[CH:9]=[CH:8][C:7]([N:10]2[C:14]([C:15]3[CH:16]=[CH:17][C:18]([N:21]4[CH2:25][CH2:24][O:23][C:22]4=[O:26])=[CH:19][CH:20]=3)=[CH:13][CH:12]=[C:11]2[CH2:27][CH2:28][C:29]([OH:31])=[O:30])=[C:6]([CH3:34])[CH:5]=1)(=[O:3])[NH2:2]. (2) Given the reactants [C:1]([O:5][C:6]([NH:8][C@:9]12[CH2:17][N:16](C(OCC3C=CC=CC=3)=O)[CH2:15][C@@H:14]1[CH2:13][CH:12]=[CH:11][CH2:10]2)=[O:7])([CH3:4])([CH3:3])[CH3:2].N.C(=O)=O.CO.[Na], predict the reaction product. The product is: [C:1]([O:5][C:6]([NH:8][C@:9]12[CH2:17][NH:16][CH2:15][C@@H:14]1[CH2:13][CH:12]=[CH:11][CH2:10]2)=[O:7])([CH3:4])([CH3:2])[CH3:3].